This data is from Catalyst prediction with 721,799 reactions and 888 catalyst types from USPTO. The task is: Predict which catalyst facilitates the given reaction. (1) Reactant: [C:1]([C:5]1[C:10]([C:11]([NH:13][CH2:14][CH:15]2[CH2:20][CH2:19][CH2:18][CH2:17][CH2:16]2)=[O:12])=[CH:9][N:8]=[C:7](Cl)[CH:6]=1)([CH3:4])([CH3:3])[CH3:2].[Cl:22][C:23]1[CH:24]=[C:25]([CH:27]=[CH:28][CH:29]=1)[NH2:26].CS(O)(=O)=O. Product: [C:1]([C:5]1[C:10]([C:11]([NH:13][CH2:14][CH:15]2[CH2:20][CH2:19][CH2:18][CH2:17][CH2:16]2)=[O:12])=[CH:9][N:8]=[C:7]([NH:26][C:25]2[CH:27]=[CH:28][CH:29]=[C:23]([Cl:22])[CH:24]=2)[CH:6]=1)([CH3:4])([CH3:3])[CH3:2]. The catalyst class is: 12. (2) Reactant: [OH:1][C:2]([CH3:7])([CH3:6])[C:3](O)=[O:4].C(N1C=CN=C1)(N1C=CN=C1)=O.Cl.[NH2:21][C@H:22]1[CH2:27][CH2:26][C@H:25]([NH:28][C:29](=[O:43])[C:30]2[CH:35]=[CH:34][C:33]([C:36]3[CH:41]=[CH:40][CH:39]=[C:38]([F:42])[CH:37]=3)=[N:32][CH:31]=2)[CH2:24][CH2:23]1.C(NC(C)C)(C)C. Product: [F:42][C:38]1[CH:37]=[C:36]([C:33]2[CH:34]=[CH:35][C:30]([C:29]([NH:28][C@H:25]3[CH2:24][CH2:23][C@H:22]([NH:21][C:3](=[O:4])[C:2]([OH:1])([CH3:7])[CH3:6])[CH2:27][CH2:26]3)=[O:43])=[CH:31][N:32]=2)[CH:41]=[CH:40][CH:39]=1. The catalyst class is: 16. (3) Reactant: [NH2:1][C@H:2]([C:5]1[N:14]([C:15]2[CH:20]=[CH:19][CH:18]=[C:17]([CH2:21][C:22]([F:25])([F:24])[F:23])[CH:16]=2)[C:13](=[O:26])[C:12]2[C:7](=[CH:8][CH:9]=[CH:10][C:11]=2[F:27])[N:6]=1)[CH2:3][CH3:4].Cl[C:29]1[CH:34]=[CH:33][N:32]=[C:31]2[NH:35][CH:36]=[N:37][C:30]=12.C(N(C(C)C)CC)(C)C. The catalyst class is: 218. Product: [N:37]1[C:30]2[C:31](=[N:32][CH:33]=[CH:34][C:29]=2[NH:1][C@H:2]([C:5]2[N:14]([C:15]3[CH:20]=[CH:19][CH:18]=[C:17]([CH2:21][C:22]([F:25])([F:23])[F:24])[CH:16]=3)[C:13](=[O:26])[C:12]3[C:7](=[CH:8][CH:9]=[CH:10][C:11]=3[F:27])[N:6]=2)[CH2:3][CH3:4])[NH:35][CH:36]=1. (4) Product: [CH3:23][O:25][C:26](=[O:29])[CH2:27][O:16][C:14]1[CH:13]=[CH:12][C:3]([C:4](=[O:5])[C:6]2[CH:11]=[CH:10][CH:9]=[CH:8][CH:7]=2)=[C:2]([OH:1])[CH:15]=1. Reactant: [OH:1][C:2]1[CH:15]=[C:14]([OH:16])[CH:13]=[CH:12][C:3]=1[C:4]([C:6]1[CH:11]=[CH:10][CH:9]=[CH:8][CH:7]=1)=[O:5].C(=O)([O-])[O-].[K+].[K+].[CH2:23]([O:25][C:26](=[O:29])[CH2:27]Br)C. The catalyst class is: 5. (5) Reactant: [Cl:1][C:2]1[CH:7]=[CH:6][N:5]=[C:4]2[N:8]([S:19]([C:22]3[CH:27]=[CH:26][CH:25]=[CH:24][CH:23]=3)(=[O:21])=[O:20])[CH:9]=[C:10]([C:11]3[CH:12]=[C:13]([CH2:17][NH2:18])[CH:14]=[CH:15][CH:16]=3)[C:3]=12.[F:28][C:29]1[CH:30]=[C:31]([CH:43]=[CH:44][C:45]=1[F:46])[CH2:32][N:33]1[CH:38]=[CH:37][CH:36]=[C:35]([C:39](Cl)=[O:40])[C:34]1=[O:42]. Product: [Cl:1][C:2]1[CH:7]=[CH:6][N:5]=[C:4]2[N:8]([S:19]([C:22]3[CH:27]=[CH:26][CH:25]=[CH:24][CH:23]=3)(=[O:21])=[O:20])[CH:9]=[C:10]([C:11]3[CH:12]=[C:13]([CH:14]=[CH:15][CH:16]=3)[CH2:17][NH:18][C:39]([C:35]3[C:34](=[O:42])[N:33]([CH2:32][C:31]4[CH:43]=[CH:44][C:45]([F:46])=[C:29]([F:28])[CH:30]=4)[CH:38]=[CH:37][CH:36]=3)=[O:40])[C:3]=12. The catalyst class is: 2. (6) Reactant: Cl.[NH2:2][OH:3].[C:4]([C:7]1[S:11][C:10]([C:12]([OH:14])=[O:13])=[CH:9][CH:8]=1)(=O)[CH3:5]. Product: [OH:3][N:2]=[C:4]([C:7]1[S:11][C:10]([C:12]([OH:14])=[O:13])=[CH:9][CH:8]=1)[CH3:5]. The catalyst class is: 17.